Task: Predict the product of the given reaction.. Dataset: Forward reaction prediction with 1.9M reactions from USPTO patents (1976-2016) (1) The product is: [CH3:1][O:2][C:3]1[CH:4]=[CH:5][C:6]([C:9]([NH:24][C:25]2[CH2:26][O:27][C:28]([CH3:51])([CH3:50])[C:29]([F:48])([F:49])[C@:30]([C:33]3[CH:38]=[C:37]([C:53]4[N:54]=[CH:55][N:56]([C:58]5[CH:63]=[CH:62][CH:61]=[CH:60][N:59]=5)[CH:57]=4)[CH:36]=[CH:35][C:34]=3[F:47])([CH3:32])[N:31]=2)([C:16]2[CH:17]=[CH:18][C:19]([O:22][CH3:23])=[CH:20][CH:21]=2)[C:10]2[CH:11]=[CH:12][CH:13]=[CH:14][CH:15]=2)=[CH:7][CH:8]=1. Given the reactants [CH3:1][O:2][C:3]1[CH:8]=[CH:7][C:6]([C:9]([NH:24][C:25]2[CH2:26][O:27][C:28]([CH3:51])([CH3:50])[C:29]([F:49])([F:48])[C@:30]([C:33]3[CH:38]=[C:37](B4OCC(C)(C)CO4)[CH:36]=[CH:35][C:34]=3[F:47])([CH3:32])[N:31]=2)([C:16]2[CH:21]=[CH:20][C:19]([O:22][CH3:23])=[CH:18][CH:17]=2)[C:10]2[CH:15]=[CH:14][CH:13]=[CH:12][CH:11]=2)=[CH:5][CH:4]=1.Br[C:53]1[N:54]=[CH:55][N:56]([C:58]2[CH:63]=[CH:62][CH:61]=[CH:60][N:59]=2)[CH:57]=1, predict the reaction product. (2) Given the reactants Br[C:2]1[N:3]=[C:4]2[C:10]([C:11]([NH:13][C:14]([CH3:17])([CH3:16])[CH3:15])=[O:12])=[CH:9][N:8]([CH2:18][O:19][CH2:20][CH2:21][Si:22]([CH3:25])([CH3:24])[CH3:23])[C:5]2=[N:6][CH:7]=1.[CH3:26][N:27]1[CH:31]=[CH:30][C:29]([NH2:32])=[N:28]1.CC(C)([O-])C.[Na+].CN(C=O)C, predict the reaction product. The product is: [C:14]([NH:13][C:11]([C:10]1[C:4]2[C:5](=[N:6][CH:7]=[C:2]([NH:32][C:29]3[CH:30]=[CH:31][N:27]([CH3:26])[N:28]=3)[N:3]=2)[N:8]([CH2:18][O:19][CH2:20][CH2:21][Si:22]([CH3:25])([CH3:24])[CH3:23])[CH:9]=1)=[O:12])([CH3:17])([CH3:16])[CH3:15]. (3) Given the reactants C[O:2][C:3](=[O:29])[CH:4]([C:6]1[CH:11]=[CH:10][C:9]([C:12]#[C:13][C:14]2[CH:15]=[C:16]3[C:21](=[C:22]([OH:24])[CH:23]=2)[O:20][C:19]([CH3:26])([CH3:25])[CH2:18][C:17]3([CH3:28])[CH3:27])=[CH:8][CH:7]=1)[CH3:5].[OH-].[K+], predict the reaction product. The product is: [OH:24][C:22]1[CH:23]=[C:14]([C:13]#[C:12][C:9]2[CH:10]=[CH:11][C:6]([CH:4]([CH3:5])[C:3]([OH:29])=[O:2])=[CH:7][CH:8]=2)[CH:15]=[C:16]2[C:21]=1[O:20][C:19]([CH3:26])([CH3:25])[CH2:18][C:17]2([CH3:27])[CH3:28]. (4) Given the reactants [NH2:1][C:2]1[C:3]([CH3:8])=[CH:4][CH:5]=[CH:6][CH:7]=1.[C:9]([O:17]CC)(=O)[CH2:10][C:11]([O:13]CC)=O, predict the reaction product. The product is: [CH3:8][C:3]1[CH:4]=[CH:5][CH:6]=[CH:7][C:2]=1[NH:1][C:11](=[O:13])[CH2:10][C:9]([NH:1][C:2]1[CH:7]=[CH:6][CH:5]=[CH:4][C:3]=1[CH3:8])=[O:17]. (5) Given the reactants Cl[C:2]1[CH:7]=[C:6]([N+:8]([O-])=O)[CH:5]=[CH:4][C:3]=1[NH:11][CH2:12][CH2:13][N:14]([CH2:17][CH3:18])[CH2:15][CH3:16], predict the reaction product. The product is: [CH2:17]([N:14]([CH2:15][CH3:16])[CH2:13][CH2:12][NH:11][C:3]1[CH:2]=[CH:7][C:6]([NH2:8])=[CH:5][CH:4]=1)[CH3:18]. (6) Given the reactants [NH:1]1[CH:5]=[CH:4][CH:3]=[C:2]1[CH:6]=[O:7].[H-].[Na+].[CH3:10][S:11](Cl)(=[O:13])=[O:12], predict the reaction product. The product is: [CH3:10][S:11]([N:1]1[CH:5]=[CH:4][CH:3]=[C:2]1[CH:6]=[O:7])(=[O:13])=[O:12].